From a dataset of Peptide-MHC class I binding affinity with 185,985 pairs from IEDB/IMGT. Regression. Given a peptide amino acid sequence and an MHC pseudo amino acid sequence, predict their binding affinity value. This is MHC class I binding data. The peptide sequence is GLSRPLLRL. The MHC is HLA-A02:01 with pseudo-sequence HLA-A02:01. The binding affinity (normalized) is 0.213.